From a dataset of Forward reaction prediction with 1.9M reactions from USPTO patents (1976-2016). Predict the product of the given reaction. (1) Given the reactants [O:1]1[CH2:6][CH2:5][C:4]([C:7]2[N:8]([S:18]([C:21]3[CH:26]=[CH:25][CH:24]=[CH:23][CH:22]=3)(=[O:20])=[O:19])[C:9]3[C:14]([CH:15]=2)=[CH:13][C:12]([S:16][CH3:17])=[CH:11][CH:10]=3)=[CH:3][CH2:2]1.OOS([O-])=O.[K+].[OH2:33].O1CCCC1.[OH2:39], predict the reaction product. The product is: [O:1]1[CH2:6][CH2:5][C:4]([C:7]2[N:8]([S:18]([C:21]3[CH:22]=[CH:23][CH:24]=[CH:25][CH:26]=3)(=[O:20])=[O:19])[C:9]3[C:14]([CH:15]=2)=[CH:13][C:12]([S:16]([CH3:17])(=[O:39])=[O:33])=[CH:11][CH:10]=3)=[CH:3][CH2:2]1. (2) Given the reactants [CH:1]1([C:4]2[CH:5]=[C:6]([O:19][CH2:20][C:21]3[C:26]([F:27])=[CH:25][CH:24]=[CH:23][C:22]=3[F:28])[C:7]3[N:8]([C:10]([C:14]([O:16]CC)=[O:15])=[C:11]([CH3:13])[N:12]=3)[CH:9]=2)[CH2:3][CH2:2]1.[OH-].[Li+].Cl, predict the reaction product. The product is: [CH:1]1([C:4]2[CH:5]=[C:6]([O:19][CH2:20][C:21]3[C:26]([F:27])=[CH:25][CH:24]=[CH:23][C:22]=3[F:28])[C:7]3[N:8]([C:10]([C:14]([OH:16])=[O:15])=[C:11]([CH3:13])[N:12]=3)[CH:9]=2)[CH2:2][CH2:3]1. (3) Given the reactants [C:1]([C:3]1[CH:4]=[C:5]([N:12]2[C:16](=[O:17])[N:15]([CH3:18])[N:14]=[N:13]2)[CH:6]=[C:7]([N+:9]([O-])=O)[CH:8]=1)#[N:2], predict the reaction product. The product is: [NH2:9][C:7]1[CH:6]=[C:5]([N:12]2[C:16](=[O:17])[N:15]([CH3:18])[N:14]=[N:13]2)[CH:4]=[C:3]([CH:8]=1)[C:1]#[N:2]. (4) Given the reactants [CH2:1]([C:3]1[C:4](=O)[N:5]([C:9]([NH:11][CH2:12][CH2:13][C:14]2[CH:19]=[CH:18][C:17](S(NC(N[C@H]3CC[C@H](C)CC3)=O)(=O)=O)=[CH:16][CH:15]=2)=[O:10])[CH2:6][C:7]=1[CH3:8])[CH3:2].C(C1C(=O)N([C:43](NCCC2C=CC(S(NC(NC3CCC(C)CC3)=O)(=O)=O)=CC=2)=[O:44])CC=1C)C.C1(CCN=C=O)C=CC=CC=1, predict the reaction product. The product is: [CH2:1]([CH:3]1[CH:7]([CH3:8])[CH2:6][N:5]([C:9]([NH:11][CH2:12][CH2:13][C:14]2[CH:15]=[CH:16][CH:17]=[CH:18][CH:19]=2)=[O:10])[C:4]1=[C:43]=[O:44])[CH3:2]. (5) Given the reactants Cl.[NH2:2][CH2:3][C:4]1[CH:13]=[CH:12][C:7]([C:8]([O:10][CH3:11])=[O:9])=[CH:6][CH:5]=1.[C:14](=[O:17])(O)[O-].ClC(Cl)(OC(=O)OC(Cl)(Cl)Cl)Cl.[CH2:30]([NH:34][C:35]1[CH:40]=[CH:39][CH:38]=[CH:37][CH:36]=1)[CH2:31][CH2:32][CH3:33].CCN(CC)CC, predict the reaction product. The product is: [CH2:30]([N:34]([C:35]1[CH:40]=[CH:39][CH:38]=[CH:37][CH:36]=1)[C:14](=[O:17])[NH:2][CH2:3][C:4]1[CH:5]=[CH:6][C:7]([C:8]([O:10][CH3:11])=[O:9])=[CH:12][CH:13]=1)[CH2:31][CH2:32][CH3:33]. (6) The product is: [F:37][C:36]([F:39])([F:38])[CH2:35][S:32]([NH:31][C:28]([C:24]1[CH:25]=[CH:26][CH:27]=[C:22]([C:20]2[N:19]([CH3:40])[N:18]=[C:17]([CH2:16][O:15][C:64]3[CH:65]=[CH:66][C:61]([F:60])=[CH:62][CH:63]=3)[CH:21]=2)[CH:23]=1)([CH3:30])[CH3:29])(=[O:34])=[O:33]. Given the reactants N(C(OC(C)C)=O)=NC(OC(C)C)=O.[OH:15][CH2:16][C:17]1[CH:21]=[C:20]([C:22]2[CH:23]=[C:24]([C:28]([NH:31][S:32]([CH2:35][C:36]([F:39])([F:38])[F:37])(=[O:34])=[O:33])([CH3:30])[CH3:29])[CH:25]=[CH:26][CH:27]=2)[N:19]([CH3:40])[N:18]=1.C1C=CC(P(C2C=CC=CC=2)C2C=CC=CC=2)=CC=1.[F:60][C:61]1[CH:66]=[CH:65][C:64](O)=[CH:63][CH:62]=1.CC(OC(/N=N/C(OC(C)C)=O)=O)C, predict the reaction product.